Dataset: Reaction yield outcomes from USPTO patents with 853,638 reactions. Task: Predict the reaction yield, written as a fraction of the theoretical maximum amount of product (1.0 means a 100% yield; for example, 0.34 means a 34% yield). The reactants are Br[C:2]1[N:7]2[CH:8]=[C:9](/[CH:11]=[CH:12]/[C:13]3[CH:22]=[CH:21][C:20]4[C:15](=[CH:16][CH:17]=[CH:18][CH:19]=4)[N:14]=3)[N:10]=[C:6]2[C:5]([N:23]2[CH2:28][CH2:27][O:26][CH2:25][CH2:24]2)=[N:4][CH:3]=1.CC1(C)C(C)(C)OB([C:37]2[CH:38]=[CH:39][C:40]([NH2:43])=[N:41][CH:42]=2)O1.CC1(C)C(C)(C)OB([C:37]2[CH:38]=[CH:39][C:40]([NH2:43])=[N:41][CH:42]=2)O1. No catalyst specified. The product is [O:26]1[CH2:27][CH2:28][N:23]([C:5]2[C:6]3[N:7]([CH:8]=[C:9](/[CH:11]=[CH:12]/[C:13]4[CH:22]=[CH:21][C:20]5[C:15](=[CH:16][CH:17]=[CH:18][CH:19]=5)[N:14]=4)[N:10]=3)[C:2]([C:37]3[CH:38]=[CH:39][C:40]([NH2:43])=[N:41][CH:42]=3)=[CH:3][N:4]=2)[CH2:24][CH2:25]1. The yield is 0.520.